From a dataset of NCI-60 drug combinations with 297,098 pairs across 59 cell lines. Regression. Given two drug SMILES strings and cell line genomic features, predict the synergy score measuring deviation from expected non-interaction effect. (1) Synergy scores: CSS=-3.28, Synergy_ZIP=2.28, Synergy_Bliss=1.66, Synergy_Loewe=0.169, Synergy_HSA=-1.88. Drug 2: CC1=C(C(CCC1)(C)C)C=CC(=CC=CC(=CC(=O)O)C)C. Cell line: M14. Drug 1: CN(C)C1=NC(=NC(=N1)N(C)C)N(C)C. (2) Drug 1: C1=CN(C(=O)N=C1N)C2C(C(C(O2)CO)O)O.Cl. Drug 2: C1C(C(OC1N2C=NC3=C(N=C(N=C32)Cl)N)CO)O. Cell line: EKVX. Synergy scores: CSS=0.225, Synergy_ZIP=0.665, Synergy_Bliss=-0.287, Synergy_Loewe=-3.96, Synergy_HSA=-5.19. (3) Drug 1: C1=C(C(=O)NC(=O)N1)F. Drug 2: CC1C(C(CC(O1)OC2CC(CC3=C2C(=C4C(=C3O)C(=O)C5=CC=CC=C5C4=O)O)(C(=O)C)O)N)O. Cell line: SF-539. Synergy scores: CSS=71.1, Synergy_ZIP=2.54, Synergy_Bliss=1.11, Synergy_Loewe=4.48, Synergy_HSA=5.95.